This data is from Peptide-MHC class I binding affinity with 185,985 pairs from IEDB/IMGT. The task is: Regression. Given a peptide amino acid sequence and an MHC pseudo amino acid sequence, predict their binding affinity value. This is MHC class I binding data. (1) The peptide sequence is AACAMLLVK. The MHC is HLA-A68:01 with pseudo-sequence HLA-A68:01. The binding affinity (normalized) is 0.101. (2) The peptide sequence is QGMSPSYVK. The MHC is HLA-A68:01 with pseudo-sequence HLA-A68:01. The binding affinity (normalized) is 0.166. (3) The peptide sequence is REGLLNYSM. The MHC is HLA-B45:01 with pseudo-sequence HLA-B45:01. The binding affinity (normalized) is 0.278. (4) The peptide sequence is RTHTLRDAK. The MHC is HLA-B08:01 with pseudo-sequence HLA-B08:01. The binding affinity (normalized) is 0.0847.